Task: Predict the product of the given reaction.. Dataset: Forward reaction prediction with 1.9M reactions from USPTO patents (1976-2016) Given the reactants S(Cl)([Cl:3])=O.Cl.[NH2:6][CH2:7][C:8](=[O:14])[CH2:9][CH2:10][C:11]([OH:13])=[O:12], predict the reaction product. The product is: [ClH:3].[NH2:6][CH2:7][C:8](=[O:14])[CH2:9][CH2:10][C:11]([O:13][CH2:7]/[CH:8]=[CH:9]\[CH2:10][CH3:11])=[O:12].